Dataset: Forward reaction prediction with 1.9M reactions from USPTO patents (1976-2016). Task: Predict the product of the given reaction. (1) Given the reactants [Cl:1][C:2]1[C:11](=O)[C:10]2[C:5](=[CH:6][CH:7]=[C:8](F)[C:9]=2OC)[NH:4][CH:3]=1.P(Br)(Br)[Br:17].[C:20](=[O:23])(O)[O-].[Na+], predict the reaction product. The product is: [Br:17][C:11]1[C:10]2[C:5](=[CH:6][CH:7]=[C:8]([O:23][CH3:20])[CH:9]=2)[N:4]=[CH:3][C:2]=1[Cl:1]. (2) Given the reactants [Cl:1][C:2]1[CH:3]=[C:4]([OH:9])[CH:5]=[CH:6][C:7]=1[Cl:8].[H-].[Na+].[CH:12]([N:25]1[CH2:28][CH:27](OS(C)(=O)=O)[CH2:26]1)([C:19]1[CH:24]=[CH:23][CH:22]=[CH:21][CH:20]=1)[C:13]1[CH:18]=[CH:17][CH:16]=[CH:15][CH:14]=1.C(OCC)(=O)C, predict the reaction product. The product is: [CH:12]([N:25]1[CH2:28][CH:27]([O:9][C:4]2[CH:5]=[CH:6][C:7]([Cl:8])=[C:2]([Cl:1])[CH:3]=2)[CH2:26]1)([C:19]1[CH:20]=[CH:21][CH:22]=[CH:23][CH:24]=1)[C:13]1[CH:14]=[CH:15][CH:16]=[CH:17][CH:18]=1. (3) The product is: [NH2:17][CH2:15][C@H:13]([OH:14])[CH2:12][O:11][C:10]1[C:9]([CH3:16])=[CH:8][C:5]([C:6]#[N:7])=[CH:4][C:3]=1[CH2:1][CH3:2]. Given the reactants [CH2:1]([C:3]1[CH:4]=[C:5]([CH:8]=[C:9]([CH3:16])[C:10]=1[O:11][CH2:12][C@@H:13]1[CH2:15][O:14]1)[C:6]#[N:7])[CH3:2].[NH3:17], predict the reaction product. (4) The product is: [NH:22]([C:42]([O:44][C:45]([CH3:48])([CH3:47])[CH3:46])=[O:43])[C@H:23]([C:32]([NH:1][C@@H:2]([C:12]([OH:14])=[O:13])[CH2:3][O:4][CH2:5][C:6]1[CH:7]=[CH:8][CH:9]=[CH:10][CH:11]=1)=[O:33])[CH2:24][C:25](=[O:31])[O:26][C:27]([CH3:30])([CH3:28])[CH3:29]. Given the reactants [NH2:1][C@@H:2]([C:12]([OH:14])=[O:13])[CH2:3][O:4][CH2:5][C:6]1[CH:11]=[CH:10][CH:9]=[CH:8][CH:7]=1.O.N1C=CC=CC=1.[NH:22]([C:42]([O:44][C:45]([CH3:48])([CH3:47])[CH3:46])=[O:43])[C@H:23]([C:32](ON1C(=O)CCC1=O)=[O:33])[CH2:24][C:25](=[O:31])[O:26][C:27]([CH3:30])([CH3:29])[CH3:28], predict the reaction product. (5) Given the reactants C([Cl:4])(=O)C.[NH2:5][C:6]1[CH:11]=[CH:10][CH:9]=[CH:8][C:7]=1[C:12]1[N:16]([CH3:17])[C:15]([CH3:18])=[N:14][C:13]=1[C:19]#[N:20], predict the reaction product. The product is: [ClH:4].[CH3:17][N:16]1[C:12]2[C:7]3[CH:8]=[CH:9][CH:10]=[CH:11][C:6]=3[N:5]=[C:19]([NH2:20])[C:13]=2[N:14]=[C:15]1[CH3:18].